This data is from Full USPTO retrosynthesis dataset with 1.9M reactions from patents (1976-2016). The task is: Predict the reactants needed to synthesize the given product. (1) Given the product [C:16]1([CH2:2][CH2:3][CH2:4][CH2:5][CH2:6][C:7]2[CH:8]=[CH:9][C:10]([C:11]([OH:13])=[O:12])=[CH:14][CH:15]=2)[CH:17]=[CH:18][CH:19]=[CH:20][CH:21]=1, predict the reactants needed to synthesize it. The reactants are: O=[C:2]([C:16]1[CH:21]=[CH:20][CH:19]=[CH:18][CH:17]=1)[CH:3]=[CH:4][CH:5]=[CH:6][C:7]1[CH:15]=[CH:14][C:10]([C:11]([OH:13])=[O:12])=[CH:9][CH:8]=1.OS(O)(=O)=O. (2) Given the product [CH2:1]([O:3][C:4]1[CH:5]=[C:6]([C:13](=[O:19])[CH2:14][CH2:15][C:16]([NH:36][C:28]2[N:27]=[C:26]([N:20]3[CH2:25][CH2:24][CH2:23][CH2:22][CH2:21]3)[C:35]3[C:30]([CH:29]=2)=[CH:31][CH:32]=[CH:33][CH:34]=3)=[O:18])[CH:7]=[CH:8][C:9]=1[O:10][CH2:11][CH3:12])[CH3:2], predict the reactants needed to synthesize it. The reactants are: [CH2:1]([O:3][C:4]1[CH:5]=[C:6]([C:13](=[O:19])[CH2:14][CH2:15][C:16]([OH:18])=O)[CH:7]=[CH:8][C:9]=1[O:10][CH2:11][CH3:12])[CH3:2].[N:20]1([C:26]2[C:35]3[C:30](=[CH:31][CH:32]=[CH:33][CH:34]=3)[CH:29]=[C:28]([NH2:36])[N:27]=2)[CH2:25][CH2:24][CH2:23][CH2:22][CH2:21]1.CCN=C=NCCCN(C)C.C1C=CC2N(O)N=NC=2C=1. (3) Given the product [CH2:12]([N:3]1[C:4](=[O:11])[C:5]2[C:10](=[CH:9][CH:8]=[CH:7][CH:6]=2)[CH:2]1[O:1][CH2:27][C:19]([NH:20][C:21]1[S:28][CH:29]=[CH:30][N:32]=1)=[O:18])[CH2:13][CH2:17][CH3:16], predict the reactants needed to synthesize it. The reactants are: [OH:1][CH:2]1[C:10]2[C:5](=[CH:6][CH:7]=[CH:8][CH:9]=2)[C:4](=[O:11])[N:3]1[CH2:12][C:13]1SC=[CH:16][CH:17]=1.[O:18]=[C:19]1[C:27]2C(=CC=CC=2)[CH:21]([S:28][CH2:29][C:30]([NH:32]C2N=CC=CN=2)=O)[N:20]1CC1SC=CC=1. (4) Given the product [F:1][C:2]1[CH:11]=[C:10]([F:12])[CH:9]=[C:8]2[C:3]=1[C:4]([NH:20][C:21]1[C:26]([C:38]3[CH:37]=[N:36][N:35]([CH3:34])[CH:39]=3)=[CH:25][N:24]=[C:23]([N:28]3[CH2:33][CH2:32][O:31][CH2:30][CH2:29]3)[CH:22]=1)=[C:5]([CH3:19])[C:6]([C:13]1[CH:18]=[CH:17][CH:16]=[CH:15][N:14]=1)=[N:7]2, predict the reactants needed to synthesize it. The reactants are: [F:1][C:2]1[CH:11]=[C:10]([F:12])[CH:9]=[C:8]2[C:3]=1[C:4]([NH:20][C:21]1[C:26](I)=[CH:25][N:24]=[C:23]([N:28]3[CH2:33][CH2:32][O:31][CH2:30][CH2:29]3)[CH:22]=1)=[C:5]([CH3:19])[C:6]([C:13]1[CH:18]=[CH:17][CH:16]=[CH:15][N:14]=1)=[N:7]2.[CH3:34][N:35]1[CH:39]=[C:38](B2OC(C)(C)C(C)(C)O2)[CH:37]=[N:36]1.[F-].[K+]. (5) Given the product [CH2:25]([O:24][C:22](=[O:23])[CH2:21][C:16]1([CH2:17][CH2:18][CH3:19])[C:5]2[NH:6][C:7]3[C:3]([C:4]=2[CH2:12][CH:13]([CH3:14])[O:15]1)=[C:2]([Br:1])[CH:10]=[CH:9][C:8]=3[F:11])[CH3:26], predict the reactants needed to synthesize it. The reactants are: [Br:1][C:2]1[CH:10]=[CH:9][C:8]([F:11])=[C:7]2[C:3]=1[C:4]([CH2:12][CH:13]([OH:15])[CH3:14])=[CH:5][NH:6]2.[C:16]([CH2:21][C:22]([O:24][CH2:25][CH3:26])=[O:23])(=O)[CH2:17][CH2:18][CH3:19].B(F)(F)F.CCOCC. (6) The reactants are: [C:1](=[O:4])([O-])[O-].[K+].[K+].Br[C:8]1[CH:13]=[CH:12][C:11]([NH:14][C:15]([C:17]2[CH:18]=[C:19]([C:25]3[CH:30]=[CH:29][CH:28]=[C:27](OC)[CH:26]=3)[C:20]([O:23][CH3:24])=[CH:21][CH:22]=2)=[O:16])=[C:10]([N+:33]([O-:35])=[O:34])[CH:9]=1. Given the product [OH:23][C:20]1[CH:21]=[CH:22][C:17]([C:8]2[CH:13]=[CH:12][C:11]([NH:14][C:15]([C:17]3[CH:18]=[C:19]([C:25]4[CH:26]=[CH:27][CH:28]=[C:29]([O:4][CH3:1])[CH:30]=4)[C:20]([O:23][CH3:24])=[CH:21][CH:22]=3)=[O:16])=[C:10]([N+:33]([O-:35])=[O:34])[CH:9]=2)=[CH:18][CH:19]=1, predict the reactants needed to synthesize it. (7) The reactants are: Cl[C:2]1[CH:9]=[CH:8][C:5]([C:6]#[N:7])=[CH:4][N:3]=1.[CH3:10][N:11]([CH:19]1[CH2:24][CH2:23][NH:22][CH2:21][CH2:20]1)[C:12](=[O:18])[O:13][C:14]([CH3:17])([CH3:16])[CH3:15].C([O-])([O-])=O.[K+].[K+]. Given the product [C:14]([O:13][C:12](=[O:18])[N:11]([CH:19]1[CH2:20][CH2:21][N:22]([C:2]2[CH:9]=[CH:8][C:5]([C:6]#[N:7])=[CH:4][N:3]=2)[CH2:23][CH2:24]1)[CH3:10])([CH3:17])([CH3:15])[CH3:16], predict the reactants needed to synthesize it. (8) Given the product [N:1]1[CH:6]=[CH:5][CH:4]=[CH:3][C:2]=1[N:7]1[CH2:8][CH2:9][N:10]([C:13]2[CH:22]=[CH:21][C:16]([C:17]([NH:19][NH:20][C:30]([C:32]3[CH:41]=[CH:40][C:35]([C:36]([O:38][CH3:39])=[O:37])=[CH:34][CH:33]=3)=[O:31])=[O:18])=[CH:15][CH:14]=2)[CH2:11][CH2:12]1, predict the reactants needed to synthesize it. The reactants are: [N:1]1[CH:6]=[CH:5][CH:4]=[CH:3][C:2]=1[N:7]1[CH2:12][CH2:11][N:10]([C:13]2[CH:22]=[CH:21][C:16]([C:17]([NH:19][NH2:20])=[O:18])=[CH:15][CH:14]=2)[CH2:9][CH2:8]1.N1C=CC=CC=1.Cl[C:30]([C:32]1[CH:41]=[CH:40][C:35]([C:36]([O:38][CH3:39])=[O:37])=[CH:34][CH:33]=1)=[O:31].O. (9) Given the product [CH:27]1([CH2:26][NH:25][C:3]([C:5]2[CH:10]=[N:9][C:8]([O:11][CH2:12][C:13]3[C:14]([C:18]4[CH:19]=[CH:20][C:21]([F:24])=[CH:22][CH:23]=4)=[N:15][O:16][CH:17]=3)=[CH:7][N:6]=2)=[O:4])[CH2:29][CH2:28]1, predict the reactants needed to synthesize it. The reactants are: CO[C:3]([C:5]1[CH:10]=[N:9][C:8]([O:11][CH2:12][C:13]2[C:14]([C:18]3[CH:23]=[CH:22][C:21]([F:24])=[CH:20][CH:19]=3)=[N:15][O:16][CH:17]=2)=[CH:7][N:6]=1)=[O:4].[NH2:25][CH2:26][CH:27]1[CH2:29][CH2:28]1. (10) Given the product [C:22]([C:3]1[CH:4]=[C:5]([C:19]([NH2:21])=[O:20])[C:6]2[NH:7][C:8]3[C:13]([C:14]=2[C:2]=1[C:39]1[CH:40]=[CH:41][CH:42]=[C:37]([N:31]2[C:30](=[O:53])[C:29]4[C:34](=[C:25]([F:24])[CH:26]=[CH:27][CH:28]=4)[N:33]([CH3:35])[C:32]2=[O:36])[C:38]=1[CH3:52])=[CH:12][CH:11]=[C:10]([C:15]([OH:18])([CH3:17])[CH3:16])[CH:9]=3)#[N:23], predict the reactants needed to synthesize it. The reactants are: Br[C:2]1[C:14]2[C:13]3[C:8](=[CH:9][C:10]([C:15]([OH:18])([CH3:17])[CH3:16])=[CH:11][CH:12]=3)[NH:7][C:6]=2[C:5]([C:19]([NH2:21])=[O:20])=[CH:4][C:3]=1[C:22]#[N:23].[F:24][C:25]1[CH:26]=[CH:27][CH:28]=[C:29]2[C:34]=1[N:33]([CH3:35])[C:32](=[O:36])[N:31]([C:37]1[CH:42]=[CH:41][CH:40]=[C:39](B3OC(C)(C)C(C)(C)O3)[C:38]=1[CH3:52])[C:30]2=[O:53].C([O-])([O-])=O.[Cs+].[Cs+].